This data is from Full USPTO retrosynthesis dataset with 1.9M reactions from patents (1976-2016). The task is: Predict the reactants needed to synthesize the given product. (1) Given the product [CH:1]1([N:6]2[C:10]3[N:11]=[C:12]([NH:15][C:24]4[N:23]=[N:22][C:21]([Cl:20])=[CH:26][CH:25]=4)[N:13]=[CH:14][C:9]=3[C:8]3[CH:16]=[CH:17][N:18]=[CH:19][C:7]2=3)[CH2:2][CH2:3][CH2:4][CH2:5]1, predict the reactants needed to synthesize it. The reactants are: [CH:1]1([N:6]2[C:10]3[N:11]=[C:12]([NH2:15])[N:13]=[CH:14][C:9]=3[C:8]3[CH:16]=[CH:17][N:18]=[CH:19][C:7]2=3)[CH2:5][CH2:4][CH2:3][CH2:2]1.[Cl:20][C:21]1[N:22]=[N:23][C:24](Cl)=[CH:25][CH:26]=1.CC1(C)C2C(=C(P(C3C=CC=CC=3)C3C=CC=CC=3)C=CC=2)OC2C(P(C3C=CC=CC=3)C3C=CC=CC=3)=CC=CC1=2.CC(C)([O-])C.[Na+]. (2) Given the product [CH3:34][C:29]1([CH3:35])[C:30]([CH3:33])([CH3:32])[O:31][B:27]([C:24]2[CH:25]=[CH:26][C:21]([CH2:20][O:1][C:2]3[CH:10]=[CH:9][C:5]4[N:6]=[C:7]([C:36]#[N:38])[S:8][C:4]=4[CH:3]=3)=[CH:22][CH:23]=2)[O:28]1, predict the reactants needed to synthesize it. The reactants are: [OH:1][C:2]1[CH:10]=[CH:9][C:5]2[N:6]=[CH:7][S:8][C:4]=2[CH:3]=1.C(=O)([O-])[O-].[K+].[K+].[I-].[K+].Br[CH2:20][C:21]1[CH:26]=[CH:25][C:24]([B:27]2[O:31][C:30]([CH3:33])([CH3:32])[C:29]([CH3:35])([CH3:34])[O:28]2)=[CH:23][CH:22]=1.[C:36](#[N:38])C.